This data is from Reaction yield outcomes from USPTO patents with 853,638 reactions. The task is: Predict the reaction yield, written as a fraction of the theoretical maximum amount of product (1.0 means a 100% yield; for example, 0.34 means a 34% yield). (1) The reactants are [CH2:1]([N:3]1[CH:7]=[C:6]([C:8]2[CH:13]=[CH:12][N:11]=[C:10]3[NH:14][C:15]([C:17]4[CH:22]=[CH:21][C:20]([CH2:23][N:24]5[CH2:29][CH2:28][O:27][CH2:26][CH2:25]5)=[CH:19][CH:18]=4)=[CH:16][C:9]=23)[C:5]([C:30]2[CH:36]=[CH:35][C:33]([NH2:34])=[CH:32][CH:31]=2)=[N:4]1)[CH3:2].C(N(CC)CC)C.Cl[C:45](OC(C)=C)=[O:46].[NH:51]1[CH2:56][CH2:55][S:54](=[O:58])(=[O:57])[CH2:53][CH2:52]1. The catalyst is C1COCC1. The product is [CH2:1]([N:3]1[CH:7]=[C:6]([C:8]2[CH:13]=[CH:12][N:11]=[C:10]3[NH:14][C:15]([C:17]4[CH:18]=[CH:19][C:20]([CH2:23][N:24]5[CH2:25][CH2:26][O:27][CH2:28][CH2:29]5)=[CH:21][CH:22]=4)=[CH:16][C:9]=23)[C:5]([C:30]2[CH:31]=[CH:32][C:33]([NH:34][C:45]([N:51]3[CH2:56][CH2:55][S:54](=[O:58])(=[O:57])[CH2:53][CH2:52]3)=[O:46])=[CH:35][CH:36]=2)=[N:4]1)[CH3:2]. The yield is 0.300. (2) The reactants are [CH3:1][C:2]1[O:6][N:5]=[C:4]([C:7]2[CH:12]=[CH:11][CH:10]=[CH:9][CH:8]=2)[C:3]=1[CH2:13][O:14][C:15]1[CH:23]=[CH:22][C:18]([C:19]([OH:21])=O)=[CH:17][N:16]=1.Cl.[CH3:25][O:26][C:27](=[O:37])[C@H:28]([CH2:30][C:31]1[CH:36]=[CH:35][CH:34]=[CH:33][CH:32]=1)[NH2:29]. No catalyst specified. The product is [CH3:25][O:26][C:27](=[O:37])[C@@H:28]([NH:29][C:19]([C:18]1[CH:17]=[N:16][C:15]([O:14][CH2:13][C:3]2[C:4]([C:7]3[CH:8]=[CH:9][CH:10]=[CH:11][CH:12]=3)=[N:5][O:6][C:2]=2[CH3:1])=[CH:23][CH:22]=1)=[O:21])[CH2:30][C:31]1[CH:36]=[CH:35][CH:34]=[CH:33][CH:32]=1. The yield is 0.880. (3) The reactants are ClC1C=C(C=CC=1)C(OO)=[O:6].[Cl:12][C:13]1[C:20]([O:21][CH3:22])=[CH:19][CH:18]=[CH:17][C:14]=1C=O. The catalyst is ClCCl. The product is [Cl:12][C:13]1[C:20]([O:21][CH3:22])=[CH:19][CH:18]=[CH:17][C:14]=1[OH:6]. The yield is 0.700. (4) The reactants are [Cl:1]C1C=CC(I)=CC=1C.Br[C:11]1[CH:16]=[CH:15][C:14]([F:17])=[CH:13][C:12]=1[CH3:18].F[C:20]1[CH:25]=[CH:24][C:23]([OH:26])=[C:22]([CH3:27])[CH:21]=1. No catalyst specified. The product is [Cl:1][C:20]1[CH:25]=[CH:24][C:23]([O:26][C:11]2[CH:16]=[CH:15][C:14]([F:17])=[CH:13][C:12]=2[CH3:18])=[C:22]([CH3:27])[CH:21]=1. The yield is 0.520. (5) The reactants are [Li][CH3:2].Cl[Si](C)(C)C.[CH3:8][O:9][C:10](=[O:18])[CH:11]=[C:12]1[CH2:17][CH2:16][CH2:15][CH2:14][CH2:13]1.[NH4+].[Cl-]. The catalyst is C(OCC)C.[Cu]I.ClCCl. The product is [CH3:8][O:9][C:10](=[O:18])[CH2:11][C:12]1([CH3:2])[CH2:13][CH2:14][CH2:15][CH2:16][CH2:17]1. The yield is 0.970. (6) The reactants are C([O:3][C:4]([C:6]1[CH:7]=[N:8][C:9]2[C:14]([C:15]=1[OH:16])=[CH:13][CH:12]=[CH:11][CH:10]=2)=[O:5])C. The catalyst is [OH-].[Na+]. The product is [O:16]=[C:15]1[C:14]2[C:9](=[CH:10][CH:11]=[CH:12][CH:13]=2)[NH:8][CH:7]=[C:6]1[C:4]([OH:5])=[O:3]. The yield is 0.920.